This data is from Rat liver microsome stability data. The task is: Regression/Classification. Given a drug SMILES string, predict its absorption, distribution, metabolism, or excretion properties. Task type varies by dataset: regression for continuous measurements (e.g., permeability, clearance, half-life) or binary classification for categorical outcomes (e.g., BBB penetration, CYP inhibition). Dataset: rlm. The compound is CC[C@@H]1C(=O)N(C)c2cnc(Nc3ccc(C(=O)NC4CCN(C)CC4)cc3OC)nc2N1C1CCCC1. The result is 0 (unstable in rat liver microsomes).